From a dataset of Catalyst prediction with 721,799 reactions and 888 catalyst types from USPTO. Predict which catalyst facilitates the given reaction. Reactant: C1C2C(COC([N:18]3[CH2:23][CH2:22][N:21]([CH2:24][CH2:25][CH2:26][NH:27][CH2:28][C:29]4[C:30]5[N:37]([CH2:38][CH3:39])[C:36]([C:40]6[C:44]([NH2:45])=[N:43][O:42][N:41]=6)=[N:35][C:31]=5[CH:32]=[N:33][CH:34]=4)[CH2:20][CH2:19]3)=O)C3C(=CC=CC=3)C=2C=CC=1.N1CCCCC1. Product: [CH2:38]([N:37]1[C:30]2[C:29]([CH2:28][NH:27][CH2:26][CH2:25][CH2:24][N:21]3[CH2:22][CH2:23][NH:18][CH2:19][CH2:20]3)=[CH:34][N:33]=[CH:32][C:31]=2[N:35]=[C:36]1[C:40]1[C:44]([NH2:45])=[N:43][O:42][N:41]=1)[CH3:39]. The catalyst class is: 4.